Dataset: Experimentally validated miRNA-target interactions with 360,000+ pairs, plus equal number of negative samples. Task: Binary Classification. Given a miRNA mature sequence and a target amino acid sequence, predict their likelihood of interaction. (1) The miRNA is hsa-miR-520c-5p with sequence CUCUAGAGGGAAGCACUUUCUG. The protein sequence of the target gene is MTSAAPAKKPYRKAPPEHRELRLEIPGSRLEQEEPLTDAERMKLLQEENEELRRRLASATRRTEALERELEIGQDCLELELGQSREELDKFKDKFRRLQNSYTASQRTNQELEDKLHTLASLSHSWIFAIKKAEMDRKTLDWEIVELTNKLLDAKNTINKLEELNERYRLDCNLAVQLLKCNKSHFRNHKFADLPCELQDMVRKHLHSGQEAASPGPAPSLAPGAVVPTSVIARVLEKPESLLLNSAQSGSAGRPLAEDVFVHVDMSEGVPGDPASPPAPGSPTPQPNGECHSLGTARGS.... Result: 1 (interaction). (2) The miRNA is hsa-miR-1972 with sequence UCAGGCCAGGCACAGUGGCUCA. The protein sequence of the target gene is MSGPGNKRAAGDGGSGPPEKKLSREEKTTTTLIEPIRLGGISSTEEMDLKVLQFKNKKLAERLEQRQACEDELRERIEKLEKRQATDDATLLIVNRYWAQLDETVEALLRCHESQGELSSAPEAPGTQEGPTCDGTPLPEPGTSELRDPLLMQLRPPLSEPALAFVVALGASSSEEVELELQGRMEFSKAAVSRVVEASDRLQRRVEELCQRVYSRGDSEPLSEAAQAHTRELGRENRRLQDLATQLQEKHHRISLEYSELQDKVTSAETKVLEMETTVEDLQWDIEKLRKREQKLNKHL.... Result: 0 (no interaction). (3) The miRNA is hsa-miR-6817-3p with sequence UCUCUCUGACUCCAUGGCA. The protein sequence of the target gene is MSQDRKPIVGSFHFVCALALIVGSMTPFSNELESMVDYSNRNLTHVPKDLPPRTKALSLSQNSISELRMPDISFLSELRVLRLSHNRIRSLDFHVFLFNQDLEYLDVSHNRLQNISCCPMASLRHLDLSFNDFDVLPVCKEFGNLTKLTFLGLSAAKFRQLDLLPVAHLHLSCILLDLVSYHIKGGETESLQIPNTTVLHLVFHPNSLFSVQVNMSVNALGHLQLSNIKLNDENCQRLMTFLSELTRGPTLLNVTLQHIETTWKCSVKLFQFFWPRPVEYLNIYNLTITERIDREEFTYS.... Result: 0 (no interaction).